This data is from Reaction yield outcomes from USPTO patents with 853,638 reactions. The task is: Predict the reaction yield, written as a fraction of the theoretical maximum amount of product (1.0 means a 100% yield; for example, 0.34 means a 34% yield). (1) The reactants are [CH2:1]([S:3]([N:6]1[C:18]2[CH2:17][CH2:16][CH:15]([CH:19]3[CH2:24][CH2:23][O:22][CH2:21][CH2:20]3)[CH2:14][C:13]=2[C:12]2[C:7]1=[CH:8][CH:9]=[C:10]([C:25](O)=[O:26])[CH:11]=2)(=[O:5])=[O:4])[CH3:2].CCN(C(C)C)C(C)C.CN(C(ON1N=NC2C=CC=NC1=2)=[N+](C)C)C.F[P-](F)(F)(F)(F)F.[CH2:61]([NH:63][CH2:64][C:65]([OH:67])=O)[CH3:62].[NH2:68][CH2:69][CH2:70][C:71]#[N:72]. The catalyst is CN(C=O)C. The product is [C:69]([CH2:70][CH2:71][NH:72][C:65](=[O:67])[CH2:64][N:63]([CH2:61][CH3:62])[C:25]([C:10]1[CH:11]=[C:12]2[C:7](=[CH:8][CH:9]=1)[N:6]([S:3]([CH2:1][CH3:2])(=[O:4])=[O:5])[C:18]1[CH2:17][CH2:16][CH:15]([CH:19]3[CH2:24][CH2:23][O:22][CH2:21][CH2:20]3)[CH2:14][C:13]2=1)=[O:26])#[N:68]. The yield is 0.418. (2) The reactants are [N+:1]([C:4]1[O:8][C:7]([C:9]([OH:11])=O)=[CH:6][CH:5]=1)([O-:3])=[O:2].OC1C2N=[N:19][NH:18]C=2C=CC=1.C([N:24]=C=NCCCN(C)C)C.N[C:34]1[CH:39]=[CH:38][C:37]([N:40]2[CH2:45][CH2:44][CH:43]([C:46]3[O:50][C:49](=[O:51])[N:48]([CH2:52][CH3:53])[N:47]=3)[CH2:42][CH2:41]2)=[CH:36][CH:35]=1. The catalyst is CN(C=O)C. The product is [N:18]#[N:19].[CH2:52]([N:48]1[C:49](=[O:51])[O:50][C:46]([CH:43]2[CH2:42][CH2:41][N:40]([C:37]3[CH:38]=[CH:39][C:34]([C:6]4[CH:5]=[C:4]([N+:1]([O-:3])=[O:2])[O:8][C:7]=4[C:9]([NH2:24])=[O:11])=[CH:35][CH:36]=3)[CH2:45][CH2:44]2)=[N:47]1)[CH3:53]. The yield is 0.860. (3) The reactants are [Cl:1][C:2]1[CH:7]=[C:6]([C:8]([F:11])([F:10])[F:9])[CH:5]=[C:4]([I:12])[C:3]=1N.Cl.N([O-])=O.[Na+].[PH2](O)=O. The catalyst is O. The product is [Cl:1][C:2]1[CH:7]=[C:6]([C:8]([F:9])([F:10])[F:11])[CH:5]=[C:4]([I:12])[CH:3]=1. The yield is 0.660. (4) The reactants are C(=O)([S:3][CH2:4][C@@H:5]1[C@@H:12]2[C@@H:8]([O:9][C:10]([CH3:14])([CH3:13])[O:11]2)[C@H:7]([N:15]2[CH:23]=[N:22][C:21]3[C:16]2=[N:17][CH:18]=[N:19][C:20]=3[NH2:24])[O:6]1)C. The catalyst is N.CO. The product is [NH2:24][C:20]1[N:19]=[CH:18][N:17]=[C:16]2[C:21]=1[N:22]=[CH:23][N:15]2[C@H:7]1[C@@H:8]2[O:9][C:10]([CH3:13])([CH3:14])[O:11][C@@H:12]2[C@@H:5]([CH2:4][SH:3])[O:6]1. The yield is 0.950. (5) The reactants are [F:1][C:2]1[CH:7]=[CH:6][C:5]([N:8]2[C:12](=[O:13])[C:11]([C:14]([O:16][CH2:17][C:18]3[CH:23]=[CH:22][CH:21]=[CH:20][CH:19]=3)=[O:15])=[C:10]([CH3:24])[NH:9]2)=[CH:4][CH:3]=1.F[C:26](F)(F)S(OC)(=O)=O. The catalyst is ClCCl. The product is [CH2:17]([O:16][C:14]([C:11]1[C:12](=[O:13])[N:8]([C:5]2[CH:4]=[CH:3][C:2]([F:1])=[CH:7][CH:6]=2)[N:9]([CH3:26])[C:10]=1[CH3:24])=[O:15])[C:18]1[CH:19]=[CH:20][CH:21]=[CH:22][CH:23]=1. The yield is 0.320.